This data is from Full USPTO retrosynthesis dataset with 1.9M reactions from patents (1976-2016). The task is: Predict the reactants needed to synthesize the given product. Given the product [OH:1][CH2:2][CH:3]1[CH2:7][CH2:6][CH2:5][N:4]1[C:22]([C:21]1[CH:25]=[CH:26][N:27]=[CH:28][C:20]=1[NH:19][C:17]([C:15]1[C:14]([NH:29][C:30]2[CH:31]=[N:32][CH:33]=[N:34][CH:35]=2)=[CH:13][CH:12]=[C:11]([CH:8]2[CH2:10][CH2:9]2)[N:16]=1)=[O:18])=[O:23], predict the reactants needed to synthesize it. The reactants are: [OH:1][CH2:2][CH:3]1[CH2:7][CH2:6][CH2:5][NH:4]1.[CH:8]1([C:11]2[N:16]=[C:15]([C:17]([NH:19][C:20]3[CH:28]=[N:27][CH:26]=[CH:25][C:21]=3[C:22](O)=[O:23])=[O:18])[C:14]([NH:29][C:30]3[CH:31]=[N:32][CH:33]=[N:34][CH:35]=3)=[CH:13][CH:12]=2)[CH2:10][CH2:9]1.